From a dataset of Catalyst prediction with 721,799 reactions and 888 catalyst types from USPTO. Predict which catalyst facilitates the given reaction. (1) Reactant: [N+:1]([C:4]1[CH:13]=[C:12]2[C:7]([CH2:8][CH2:9][CH2:10][C:11]2=[O:14])=[CH:6][CH:5]=1)([O-])=O. Product: [NH2:1][C:4]1[CH:13]=[C:12]2[C:7]([CH2:8][CH2:9][CH2:10][C:11]2=[O:14])=[CH:6][CH:5]=1. The catalyst class is: 19. (2) Reactant: Cl.[OH:2][CH2:3][CH2:4][NH:5][C:6](=[O:24])[C:7]1[CH:12]=[CH:11][C:10]([O:13][CH2:14][CH2:15][CH2:16][CH:17]2[CH2:22][CH2:21][NH:20][CH2:19][CH2:18]2)=[CH:9][C:8]=1[CH3:23].Cl[C:26]1[N:31]=[CH:30][C:29]([F:32])=[CH:28][N:27]=1.CC([O-])(C)C.[Na+].C(N1CCN2CCN(CC(C)C)P1N(CC(C)C)CC2)C(C)C. Product: [F:32][C:29]1[CH:28]=[N:27][C:26]([N:20]2[CH2:19][CH2:18][CH:17]([CH2:16][CH2:15][CH2:14][O:13][C:10]3[CH:11]=[CH:12][C:7]([C:6]([NH:5][CH2:4][CH2:3][OH:2])=[O:24])=[C:8]([CH3:23])[CH:9]=3)[CH2:22][CH2:21]2)=[N:31][CH:30]=1. The catalyst class is: 11. (3) Reactant: [CH:1]([O:4][C:5]([C:7]1[CH:8]([C:35]2[CH:40]=[CH:39][CH:38]=[C:37]([N+:41]([O-:43])=[O:42])[CH:36]=2)[C:9]([C:15]([O:17][CH:18]2[CH2:21][N:20]([CH:22]([C:29]3[CH:34]=[CH:33][CH:32]=[CH:31][CH:30]=3)[C:23]3[CH:28]=[CH:27][CH:26]=[CH:25][CH:24]=3)[CH2:19]2)=[O:16])=[C:10]([NH2:14])[NH:11][C:12]=1[CH3:13])=[O:6])([CH3:3])[CH3:2].[S:44](=[O:48])(=[O:47])([OH:46])[OH:45]. Product: [S:44]([OH:48])([OH:47])(=[O:46])=[O:45].[CH:1]([O:4][C:5]([C:7]1[CH:8]([C:35]2[CH:40]=[CH:39][CH:38]=[C:37]([N+:41]([O-:43])=[O:42])[CH:36]=2)[C:9]([C:15]([O:17][CH:18]2[CH2:19][N:20]([CH:22]([C:29]3[CH:34]=[CH:33][CH:32]=[CH:31][CH:30]=3)[C:23]3[CH:28]=[CH:27][CH:26]=[CH:25][CH:24]=3)[CH2:21]2)=[O:16])=[C:10]([NH2:14])[NH:11][C:12]=1[CH3:13])=[O:6])([CH3:3])[CH3:2]. The catalyst class is: 21. (4) Reactant: [Br:1][C:2]1[CH:3]=[C:4]([Cl:9])[C:5](Cl)=[N:6][CH:7]=1.[OH-].[K+].[C:12]([CH2:14]C(OCC)=O)#[N:13].Cl.[OH-].[Na+]. Product: [Br:1][C:2]1[CH:3]=[C:4]([Cl:9])[C:5]([CH2:14][C:12]#[N:13])=[N:6][CH:7]=1. The catalyst class is: 60. (5) Reactant: [CH2:1]([O:8][C:9]1[CH:10]=[C:11]([C:15]2[CH2:19][C:18]([CH2:25][C:26]([O:28]CCCC)=[O:27])([CH2:20][C:21]([O:23]C)=[O:22])[O:17][N:16]=2)[CH:12]=[CH:13][CH:14]=1)[C:2]1[CH:7]=[CH:6][CH:5]=[CH:4][CH:3]=1.C1COCC1.[OH-].[Na+].Cl. Product: [CH2:1]([O:8][C:9]1[CH:10]=[C:11]([C:15]2[CH2:19][C:18]([CH2:25][C:26]([OH:28])=[O:27])([CH2:20][C:21]([OH:23])=[O:22])[O:17][N:16]=2)[CH:12]=[CH:13][CH:14]=1)[C:2]1[CH:3]=[CH:4][CH:5]=[CH:6][CH:7]=1. The catalyst class is: 5.